Task: Predict which catalyst facilitates the given reaction.. Dataset: Catalyst prediction with 721,799 reactions and 888 catalyst types from USPTO (1) Reactant: [CH3:1][C:2]1[C:6]([C:7]2[C:12]([C:13]#[N:14])=[CH:11][C:10]([CH2:15][CH2:16][CH3:17])=[CH:9][C:8]=2[C:18]2[CH:23]=[CH:22][C:21]([OH:24])=[C:20]([F:25])[CH:19]=2)=[C:5]([CH3:26])[O:4][N:3]=1.[NH2:27][OH:28]. The catalyst class is: 16. Product: [CH3:1][C:2]1[C:6]([C:7]2[C:12]([C:13](=[N:27][OH:28])[NH2:14])=[CH:11][C:10]([CH2:15][CH2:16][CH3:17])=[CH:9][C:8]=2[C:18]2[CH:23]=[CH:22][C:21]([OH:24])=[C:20]([F:25])[CH:19]=2)=[C:5]([CH3:26])[O:4][N:3]=1. (2) Reactant: O[C:2]([CH2:4][CH2:5][CH2:6][CH2:7][C@H:8]1[C@@H:16]2[C@@H:11]([NH:12][C:13]([NH:15]2)=[O:14])[CH2:10][S:9]1)=[O:3].C(N(C(C)C)CC)(C)C.C1CN([P+](Br)(N2CCCC2)N2CCCC2)CC1.F[P-](F)(F)(F)(F)F.[NH2:50][CH2:51][CH2:52][NH:53][C:54](=[O:101])[CH2:55][O:56][C:57]1[CH:100]=[CH:99][C:60]([C:61]([C:63]2[CH:98]=[CH:97][C:66]([O:67][CH2:68][C:69]([NH:71][C:72]3[CH:77]=[CH:76][C:75]([C:78]4[CH:83]=[CH:82][C:81]([CH:84]([CH3:95])[C:85]([O:87][CH2:88][C:89]5[CH:94]=[CH:93][CH:92]=[CH:91][CH:90]=5)=[O:86])=[CH:80][C:79]=4[F:96])=[CH:74][CH:73]=3)=[O:70])=[CH:65][CH:64]=2)=[O:62])=[CH:59][CH:58]=1. Product: [F:96][C:79]1[CH:80]=[C:81]([CH:84]([CH3:95])[C:85]([O:87][CH2:88][C:89]2[CH:90]=[CH:91][CH:92]=[CH:93][CH:94]=2)=[O:86])[CH:82]=[CH:83][C:78]=1[C:75]1[CH:74]=[CH:73][C:72]([NH:71][C:69](=[O:70])[CH2:68][O:67][C:66]2[CH:97]=[CH:98][C:63]([C:61](=[O:62])[C:60]3[CH:59]=[CH:58][C:57]([O:56][CH2:55][C:54](=[O:101])[NH:53][CH2:52][CH2:51][NH:50][C:2](=[O:3])[CH2:4][CH2:5][CH2:6][CH2:7][C@@H:8]4[C@H:16]5[C@H:11]([NH:12][C:13](=[O:14])[NH:15]5)[CH2:10][S:9]4)=[CH:100][CH:99]=3)=[CH:64][CH:65]=2)=[CH:77][CH:76]=1. The catalyst class is: 479. (3) Reactant: Cl[C:2]1[N:3]=[CH:4][C:5]([CH2:21][CH2:22][C:23]([O:25][CH2:26][CH3:27])=[O:24])=[C:6]2[CH:10]=[CH:9][N:8]([S:11]([C:14]3[CH:19]=[CH:18][C:17]([CH3:20])=[CH:16][CH:15]=3)(=[O:13])=[O:12])[C:7]=12.[Cu][C:29]#[N:30].[NH4+].[OH-]. Product: [C:29]([C:2]1[N:3]=[CH:4][C:5]([CH2:21][CH2:22][C:23]([O:25][CH2:26][CH3:27])=[O:24])=[C:6]2[CH:10]=[CH:9][N:8]([S:11]([C:14]3[CH:19]=[CH:18][C:17]([CH3:20])=[CH:16][CH:15]=3)(=[O:13])=[O:12])[C:7]=12)#[N:30]. The catalyst class is: 122. (4) Reactant: C([O:9][C@@H:10]1[C@@H:15]([O:16]C(=O)C2C=CC=CC=2)[C@H:14]([O:25]C(=O)C2C=CC=CC=2)[C@@H:13]([CH2:34][O:35]C(=O)C2C=CC=CC=2)[O:12][C@@H:11]1[O:44][C@@H:45]1[C@@H:50]([CH2:51][O:52]C(=O)C2C=CC=CC=2)[O:49][C@H:48]([O:61][C@@H:62]2[C@@H:67]([CH2:68][O:69]C(=O)C3C=CC=CC=3)[O:66][C@H:65]([O:78][C@@H:79]3[C@@H:108]([CH2:109][O:110]C(=O)C4C=CC=CC=4)[O:107][C@@H:82]([O:83][CH2:84][CH2:85][CH2:86][NH:87][C:88](=[O:106])[CH2:89][CH2:90][CH2:91][CH2:92][CH2:93][CH2:94][CH2:95][CH2:96][CH2:97][CH2:98][CH2:99][CH2:100][CH2:101][CH2:102][CH2:103][CH2:104][CH3:105])[C@H:81]([O:119]C(=O)C4C=CC=CC=4)[C@H:80]3[O:128]C(=O)C3C=CC=CC=3)[C@H:64]([O:137]C(=O)C3C=CC=CC=3)[C@H:63]2[O:146]C(=O)C2C=CC=CC=2)[C@H:47]([O:155]C(=O)C2C=CC=CC=2)[C@H:46]1[O:164]C(=O)C1C=CC=CC=1)(=O)C1C=CC=CC=1.C[O-].[Na+]. Product: [C@H:11]1([O:44][C@@H:45]2[C@@H:50]([CH2:51][OH:52])[O:49][C@H:48]([O:61][C@@H:62]3[C@@H:67]([CH2:68][OH:69])[O:66][C@H:65]([O:78][C@@H:79]4[C@@H:108]([CH2:109][OH:110])[O:107][C@@H:82]([O:83][CH2:84][CH2:85][CH2:86][NH:87][C:88](=[O:106])[CH2:89][CH2:90][CH2:91][CH2:92][CH2:93][CH2:94][CH2:95][CH2:96][CH2:97][CH2:98][CH2:99][CH2:100][CH2:101][CH2:102][CH2:103][CH2:104][CH3:105])[C@H:81]([OH:119])[C@H:80]4[OH:128])[C@H:64]([OH:137])[C@H:63]3[OH:146])[C@H:47]([OH:155])[C@H:46]2[OH:164])[O:12][C@H:13]([CH2:34][OH:35])[C@@H:14]([OH:25])[C@H:15]([OH:16])[C@H:10]1[OH:9]. The catalyst class is: 92. (5) Reactant: [NH2:1][C:2]1[CH:7]=[CH:6][CH:5]=[CH:4][N:3]=1.[C:8]([N+:12]#[C-:13])([CH3:11])([CH3:10])[CH3:9].[OH:14][C:15]1[CH:16]=[C:17]([CH:20]=[CH:21][CH:22]=1)[CH:18]=O. Product: [C:8]([NH:12][C:13]1[N:3]2[CH:4]=[CH:5][CH:6]=[CH:7][C:2]2=[N:1][C:18]=1[C:17]1[CH:16]=[C:15]([OH:14])[CH:22]=[CH:21][CH:20]=1)([CH3:11])([CH3:10])[CH3:9]. The catalyst class is: 519.